This data is from Catalyst prediction with 721,799 reactions and 888 catalyst types from USPTO. The task is: Predict which catalyst facilitates the given reaction. (1) Reactant: C(N(CC)CC)C.[C:8]([O:12][C:13]([N:15]1[CH2:20][CH2:19][N:18]([CH2:21][CH2:22]O)[CH2:17][CH2:16]1)=[O:14])([CH3:11])([CH3:10])[CH3:9].CS(Cl)(=O)=O.[SH:29][C:30]1[NH:31][C:32]2[CH:38]=[CH:37][CH:36]=[CH:35][C:33]=2[N:34]=1.C(=O)([O-])[O-].[K+].[K+].C1OCCOCCOCCOCCOCCOC1. Product: [N:31]1[C:32]2[CH:38]=[CH:37][CH:36]=[CH:35][C:33]=2[NH:34][C:30]=1[S:29][CH2:22][CH2:21][N:18]1[CH2:19][CH2:20][N:15]([C:13]([O:12][C:8]([CH3:11])([CH3:10])[CH3:9])=[O:14])[CH2:16][CH2:17]1. The catalyst class is: 7. (2) Reactant: [C:1]([C:3]1[CH:4]=[C:5]([C:13]2[S:14][C:15]([C:18]3[C:19]([CH2:33][CH3:34])=[C:20]([CH2:24][N:25]4[CH2:28][CH:27]([C:29]([O:31]C)=[O:30])[CH2:26]4)[CH:21]=[CH:22][CH:23]=3)=[CH:16][N:17]=2)[CH:6]=[CH:7][C:8]=1[O:9][CH:10]([CH3:12])[CH3:11])#[N:2].[OH-].[Na+]. Product: [C:1]([C:3]1[CH:4]=[C:5]([C:13]2[S:14][C:15]([C:18]3[C:19]([CH2:33][CH3:34])=[C:20]([CH2:24][N:25]4[CH2:26][CH:27]([C:29]([OH:31])=[O:30])[CH2:28]4)[CH:21]=[CH:22][CH:23]=3)=[CH:16][N:17]=2)[CH:6]=[CH:7][C:8]=1[O:9][CH:10]([CH3:12])[CH3:11])#[N:2]. The catalyst class is: 252. (3) Reactant: [NH2:1][C:2]1[CH:11]=[CH:10][C:5]([C:6]([O:8][CH3:9])=[O:7])=[C:4]([CH3:12])[CH:3]=1.[C:13]([OH:21])(=[O:20])[C:14]([CH2:16][C:17](O)=[O:18])=[CH2:15]. Product: [CH3:9][O:8][C:6]([C:5]1[CH:10]=[CH:11][C:2]([N:1]2[C:17](=[O:18])[CH2:16][CH:14]([C:13]([OH:21])=[O:20])[CH2:15]2)=[CH:3][C:4]=1[CH3:12])=[O:7]. The catalyst class is: 113. (4) Reactant: [CH2:1]([N:4]1[CH:8]=[C:7]([CH2:9]O)[N:6]=[CH:5]1)[CH2:2][CH3:3].O=S(Cl)[Cl:13]. Product: [Cl:13][CH2:9][C:7]1[N:6]=[CH:5][N:4]([CH2:1][CH2:2][CH3:3])[CH:8]=1. The catalyst class is: 2. (5) Reactant: [F:1][C:2]1[CH:11]=[CH:10][C:9]2[CH:12]=[CH:13][C:14](=[O:15])[N:7]3[C:8]=2[C:3]=1[CH2:4][CH2:5][CH:6]3[CH2:16][N:17]1[CH2:22][CH2:21][CH:20]([NH:23]C(=O)OC(C)(C)C)[CH2:19][CH2:18]1.C(O)(C(F)(F)F)=O. Product: [NH3:7].[CH3:14][OH:15].[NH2:23][CH:20]1[CH2:21][CH2:22][N:17]([CH2:16][CH:6]2[CH2:5][CH2:4][C:3]3[C:8]4=[C:9]([CH:12]=[CH:13][C:14](=[O:15])[N:7]24)[CH:10]=[CH:11][C:2]=3[F:1])[CH2:18][CH2:19]1. The catalyst class is: 2. (6) Reactant: C([O:8][CH2:9][CH2:10][O:11][C:12]1[N:17]=[CH:16][N:15]=[C:14]([NH:18][C:19]2[CH:43]=[CH:42][C:22]([C:23]([NH:25][C:26]3[S:30][N:29]=[C:28]([C:31]4[CH:36]=[CH:35][C:34]([F:37])=[C:33]([C:38]([F:41])([F:40])[F:39])[CH:32]=4)[N:27]=3)=[O:24])=[CH:21][CH:20]=2)[CH:13]=1)C1C=CC=CC=1.[H][H]. Product: [F:37][C:34]1[CH:35]=[CH:36][C:31]([C:28]2[N:27]=[C:26]([NH:25][C:23](=[O:24])[C:22]3[CH:21]=[CH:20][C:19]([NH:18][C:14]4[CH:13]=[C:12]([O:11][CH2:10][CH2:9][OH:8])[N:17]=[CH:16][N:15]=4)=[CH:43][CH:42]=3)[S:30][N:29]=2)=[CH:32][C:33]=1[C:38]([F:40])([F:39])[F:41]. The catalyst class is: 293.